From a dataset of Catalyst prediction with 721,799 reactions and 888 catalyst types from USPTO. Predict which catalyst facilitates the given reaction. (1) Reactant: C([O:8][C:9]1[CH:18]=[CH:17][C:12]([C:13]([O:15][CH3:16])=[O:14])=[C:11]([C:19]([CH3:21])=[CH2:20])[CH:10]=1)C1C=CC=CC=1. Product: [OH:8][C:9]1[CH:18]=[CH:17][C:12]([C:13]([O:15][CH3:16])=[O:14])=[C:11]([CH:19]([CH3:21])[CH3:20])[CH:10]=1. The catalyst class is: 19. (2) Reactant: Cl[CH2:2][CH2:3][CH2:4][O:5][C:6]1[CH:11]=[CH:10][C:9]([C:12]2[S:13][C:14]3[CH2:15][NH:16][CH2:17][CH2:18][C:19]=3[N:20]=2)=[CH:8][CH:7]=1.[CH3:21][CH:22]1[CH2:26][CH2:25][CH2:24][NH:23]1.[I-].[Na+]. Product: [CH3:21][CH:22]1[CH2:26][CH2:25][CH2:24][N:23]1[CH2:2][CH2:3][CH2:4][O:5][C:6]1[CH:11]=[CH:10][C:9]([C:12]2[S:13][C:14]3[CH2:15][NH:16][CH2:17][CH2:18][C:19]=3[N:20]=2)=[CH:8][CH:7]=1. The catalyst class is: 47.